This data is from Full USPTO retrosynthesis dataset with 1.9M reactions from patents (1976-2016). The task is: Predict the reactants needed to synthesize the given product. (1) Given the product [CH3:39][N:38]1[C:37](=[S:4])[N:36]([CH3:40])[C:34](=[O:35])[N:25]([C:23]2[C:22]([F:28])=[CH:21][C:19]3[O:20][C:15]([F:14])([F:33])[C:16](=[O:32])[N:17]([CH2:29][C:30]#[CH:31])[C:18]=3[CH:24]=2)[C:26]1=[O:27], predict the reactants needed to synthesize it. The reactants are: CNC(NC)=[S:4].C(N(CC)CC)C.[F:14][C:15]1([F:33])[O:20][C:19]2[CH:21]=[C:22]([F:28])[C:23]([N:25]=[C:26]=[O:27])=[CH:24][C:18]=2[N:17]([CH2:29][C:30]#[CH:31])[C:16]1=[O:32].[C:34](N1C=CN=C1)([N:36]1[CH:40]=[CH:39][N:38]=[CH:37]1)=[O:35]. (2) Given the product [F:1][C:2]([F:19])([F:20])[O:3][C:4]1[CH:5]=[C:6]([CH:16]=[CH:17][CH:18]=1)[O:7][C:8]1[CH:9]=[C:10]([CH:13]=[CH:14][CH:15]=1)[CH2:11][NH2:12], predict the reactants needed to synthesize it. The reactants are: [F:1][C:2]([F:20])([F:19])[O:3][C:4]1[CH:5]=[C:6]([CH:16]=[CH:17][CH:18]=1)[O:7][C:8]1[CH:9]=[C:10]([CH:13]=[CH:14][CH:15]=1)[C:11]#[N:12].C1COCC1.[H-].[Al+3].[Li+].[H-].[H-].[H-].[OH-].[Na+].